Dataset: Forward reaction prediction with 1.9M reactions from USPTO patents (1976-2016). Task: Predict the product of the given reaction. Given the reactants Br[C:2]1[CH:7]=[CH:6][C:5]([C@@H:8]([N:10]2[CH2:15][CH2:14][C@:13]([CH2:22][C:23]([OH:26])([CH3:25])[CH3:24])([C:16]3[CH:21]=[CH:20][CH:19]=[CH:18][CH:17]=3)[O:12][C:11]2=[O:27])[CH3:9])=[CH:4][CH:3]=1.[CH3:28][C:29]1([CH3:45])[C:33]([CH3:35])([CH3:34])[O:32][B:31]([B:31]2[O:32][C:33]([CH3:35])([CH3:34])[C:29]([CH3:45])([CH3:28])[O:30]2)[O:30]1.CC([O-])=O.[K+], predict the reaction product. The product is: [OH:26][C:23]([CH3:25])([CH3:24])[CH2:22][C@@:13]1([C:16]2[CH:21]=[CH:20][CH:19]=[CH:18][CH:17]=2)[O:12][C:11](=[O:27])[N:10]([C@H:8]([C:5]2[CH:6]=[CH:7][C:2]([B:31]3[O:32][C:33]([CH3:35])([CH3:34])[C:29]([CH3:45])([CH3:28])[O:30]3)=[CH:3][CH:4]=2)[CH3:9])[CH2:15][CH2:14]1.